Dataset: Reaction yield outcomes from USPTO patents with 853,638 reactions. Task: Predict the reaction yield, written as a fraction of the theoretical maximum amount of product (1.0 means a 100% yield; for example, 0.34 means a 34% yield). (1) The reactants are [OH-].[K+].C1(C)C=CC=CC=1.[CH2:10]([O:17][C:18]1[C:19]([CH:27]2[C:35]3[C:30](=[CH:31][CH:32]=[CH:33][CH:34]=3)[N:29]([CH:36]([C:43]3[CH:48]=[CH:47][CH:46]=[CH:45][CH:44]=3)[C:37]3[CH:42]=[CH:41][CH:40]=[CH:39][CH:38]=3)[C:28]2=[O:49])=[CH:20][C:21]2[O:25][CH2:24][O:23][C:22]=2[CH:26]=1)[C:11]1[CH:16]=[CH:15][CH:14]=[CH:13][CH:12]=1.Cl[CH2:51][O:52][CH2:53][C:54]1[CH:59]=[CH:58][CH:57]=[CH:56][CH:55]=1. The catalyst is C1(C)C=CC=CC=1.O1CCCC1.C(OCC)(=O)C. The product is [CH2:10]([O:17][C:18]1[C:19]([C@:27]2([CH2:51][O:52][CH2:53][C:54]3[CH:59]=[CH:58][CH:57]=[CH:56][CH:55]=3)[C:35]3[C:30](=[CH:31][CH:32]=[CH:33][CH:34]=3)[N:29]([CH:36]([C:43]3[CH:48]=[CH:47][CH:46]=[CH:45][CH:44]=3)[C:37]3[CH:38]=[CH:39][CH:40]=[CH:41][CH:42]=3)[C:28]2=[O:49])=[CH:20][C:21]2[O:25][CH2:24][O:23][C:22]=2[CH:26]=1)[C:11]1[CH:16]=[CH:15][CH:14]=[CH:13][CH:12]=1. The yield is 1.00. (2) The catalyst is CO.O. The yield is 0.790. The reactants are C([N:4]1[C:9]2=[CH:10][CH:11]=[C:12]3[C:17]([N:16]=[C:15]([CH:18]([CH3:20])[CH3:19])[N:14]([C:21]4[CH:26]=[CH:25][C:24]([Cl:27])=[CH:23][CH:22]=4)[C:13]3=[O:28])=[C:8]2[CH:7]([CH3:29])[CH2:6][CH2:5]1)(=O)C.[OH-].[K+]. The product is [Cl:27][C:24]1[CH:23]=[CH:22][C:21]([N:14]2[C:13](=[O:28])[C:12]3[C:17](=[C:8]4[CH:7]([CH3:29])[CH2:6][CH2:5][NH:4][C:9]4=[CH:10][CH:11]=3)[N:16]=[C:15]2[CH:18]([CH3:20])[CH3:19])=[CH:26][CH:25]=1. (3) The yield is 0.600. The reactants are [CH3:1]S(OCC1CCN(C(OC(C)(C)C)=O)CC1)(=O)=O.C([S-])CC.[Na+].F[C:26](F)(F)[CH2:27][S:28][CH2:29][CH:30]1[CH2:35][CH2:34][N:33]([C:36]([O:38][C:39]([CH3:42])([CH3:41])[CH3:40])=[O:37])[CH2:32][CH2:31]1. The product is [CH3:26][CH:27]([S:28][CH2:29][CH:30]1[CH2:35][CH2:34][N:33]([C:36]([O:38][C:39]([CH3:42])([CH3:41])[CH3:40])=[O:37])[CH2:32][CH2:31]1)[CH3:1]. No catalyst specified. (4) The reactants are [OH:1][C:2]1[CH:17]=[CH:16][CH:15]=[CH:14][C:3]=1[C:4]([NH:6][C:7]([CH3:13])([CH3:12])[C:8]([O:10][CH3:11])=[O:9])=[O:5].C([O-])([O-])=O.[K+].[K+].Cl[CH2:25][CH:26]1[CH2:28][O:27]1. The catalyst is C(#N)C.CCOC(C)=O. The product is [CH3:13][C:7]([NH:6][C:4](=[O:5])[C:3]1[CH:14]=[CH:15][CH:16]=[CH:17][C:2]=1[O:1][CH2:25][CH:26]1[CH2:28][O:27]1)([CH3:12])[C:8]([O:10][CH3:11])=[O:9]. The yield is 0.0500. (5) The reactants are CCN(C(C)C)C(C)C.[C:10]([O:14][C:15]([N:17]1[CH2:20][CH:19]([N:21]([C:27]([O:29][C:30]([CH3:33])([CH3:32])[CH3:31])=[O:28])[CH2:22][C:23]([NH:25][NH2:26])=[O:24])[CH2:18]1)=[O:16])([CH3:13])([CH3:12])[CH3:11].[CH2:34]([O:41][N:42]1[C:48](=[O:49])[N:47]2[CH2:50][C@H:43]1[CH2:44][CH2:45][CH:46]2[C:51](O)=[O:52])[C:35]1[CH:40]=[CH:39][CH:38]=[CH:37][CH:36]=1.CN(C(ON1N=NC2C=CC=NC1=2)=[N+](C)C)C.F[P-](F)(F)(F)(F)F. The catalyst is C(Cl)Cl. The product is [CH2:34]([O:41][N:42]1[C:48](=[O:49])[N:47]2[CH2:50][C@H:43]1[CH2:44][CH2:45][C@H:46]2[C:51]([NH:26][NH:25][C:23](=[O:24])[CH2:22][N:21]([C:27]([O:29][C:30]([CH3:33])([CH3:32])[CH3:31])=[O:28])[CH:19]1[CH2:18][N:17]([C:15]([O:14][C:10]([CH3:13])([CH3:12])[CH3:11])=[O:16])[CH2:20]1)=[O:52])[C:35]1[CH:36]=[CH:37][CH:38]=[CH:39][CH:40]=1. The yield is 0.860.